From a dataset of Human intestinal absorption (HIA) binary classification data from Hou et al.. Regression/Classification. Given a drug SMILES string, predict its absorption, distribution, metabolism, or excretion properties. Task type varies by dataset: regression for continuous measurements (e.g., permeability, clearance, half-life) or binary classification for categorical outcomes (e.g., BBB penetration, CYP inhibition). Dataset: hia_hou. The compound is C=CCN1CC[C@@]23c4c5ccc(O)c4O[C@H]2C(=O)CC[C@@]3(O)[C@@H]1C5. The result is 1 (good absorption).